This data is from Catalyst prediction with 721,799 reactions and 888 catalyst types from USPTO. The task is: Predict which catalyst facilitates the given reaction. (1) Reactant: [CH3:1][O:2][C:3]1[CH:4]=[C:5]([C:13]2[N:17]=[CH:16][NH:15][N:14]=2)[CH:6]=[C:7]([C:9]([F:12])([F:11])[F:10])[CH:8]=1.[C:18]([C:20]1[CH:25]=[CH:24][CH:23]=[CH:22][N:21]=1)#[CH:19].[OH-].[Na+].C(OCC)(=O)C.CCCCCC. Product: [CH3:1][O:2][C:3]1[CH:4]=[C:5]([C:13]2[N:17]=[CH:16][N:15](/[CH:19]=[CH:18]\[C:20]3[CH:25]=[CH:24][CH:23]=[CH:22][N:21]=3)[N:14]=2)[CH:6]=[C:7]([C:9]([F:12])([F:11])[F:10])[CH:8]=1. The catalyst class is: 18. (2) Reactant: [Cl:1][C:2]1[CH:10]=[C:9]2[C:5]([CH:6]=[C:7]([C:11]([O:13][CH2:14][CH3:15])=[O:12])[NH:8]2)=[CH:4][C:3]=1[CH3:16].[H-].[Na+].Cl[CH2:20][C:21]#[N:22].O. Product: [Cl:1][C:2]1[CH:10]=[C:9]2[C:5]([CH:6]=[C:7]([C:11]([O:13][CH2:14][CH3:15])=[O:12])[N:8]2[CH2:20][C:21]#[N:22])=[CH:4][C:3]=1[CH3:16]. The catalyst class is: 3. (3) Reactant: [F:1][C:2]([F:20])([F:19])[O:3][C:4]1[CH:5]=[C:6]([CH:16]=[CH:17][CH:18]=1)[O:7][C:8]1[CH:9]=[C:10]([CH:13]=[CH:14][CH:15]=1)[C:11]#[N:12].C1COCC1.[H-].[Al+3].[Li+].[H-].[H-].[H-].[OH-].[Na+]. Product: [F:1][C:2]([F:19])([F:20])[O:3][C:4]1[CH:5]=[C:6]([CH:16]=[CH:17][CH:18]=1)[O:7][C:8]1[CH:9]=[C:10]([CH:13]=[CH:14][CH:15]=1)[CH2:11][NH2:12]. The catalyst class is: 97.